This data is from Forward reaction prediction with 1.9M reactions from USPTO patents (1976-2016). The task is: Predict the product of the given reaction. (1) Given the reactants [C:1]([O:9][CH3:10])(=[O:8])[C:2]1[CH:7]=[CH:6][CH:5]=[CH:4][CH:3]=1.[C:11](=[O:14])([O-])[O-].[K+].[K+], predict the reaction product. The product is: [C:1]([O:9][CH2:10][C:2]1([CH2:3][CH3:4])[CH2:11][O:14][CH2:1]1)(=[O:8])[C:2]1[CH:7]=[CH:6][CH:5]=[CH:4][CH:3]=1. (2) The product is: [CH3:1][O:2][C:3]1[CH:8]=[C:7]([B:33]2[O:34][C:35]([CH3:37])([CH3:36])[C:31]([CH3:47])([CH3:30])[O:32]2)[CH:6]=[C:5]([CH3:9])[CH:4]=1. Given the reactants [CH3:1][O:2][C:3]1[CH:8]=[CH:7][CH:6]=[C:5]([CH3:9])[CH:4]=1.C(C1C=CN=C(C2C=C(C(C)(C)C)C=CN=2)C=1)(C)(C)C.[CH3:30][C:31]1([CH3:47])[C:35]([CH3:37])([CH3:36])[O:34][B:33]([B:33]2[O:34][C:35]([CH3:37])([CH3:36])[C:31]([CH3:47])([CH3:30])[O:32]2)[O:32]1, predict the reaction product. (3) Given the reactants [CH3:1][C:2]([C:4]1[CH:5]=[CH:6][C:7]([OH:11])=[CH:8][C:9]=1[OH:10])=[O:3].[OH-].[Na+].[Cl:14][O-].[Na+].Cl, predict the reaction product. The product is: [Cl:14][C:8]1[C:9]([OH:10])=[C:4]([C:2](=[O:3])[CH3:1])[CH:5]=[CH:6][C:7]=1[OH:11]. (4) Given the reactants CS(O[CH2:6][C:7]1[CH:12]=[C:11]([O:13][CH2:14][C:15]2[CH:20]=[CH:19][C:18]([C:21]([F:24])([F:23])[F:22])=[CH:17][CH:16]=2)[CH:10]=[C:9]([Br:25])[CH:8]=1)(=O)=O.[C-:26]#[N:27].[Na+].O, predict the reaction product. The product is: [Br:25][C:9]1[CH:8]=[C:7]([CH2:6][C:26]#[N:27])[CH:12]=[C:11]([O:13][CH2:14][C:15]2[CH:20]=[CH:19][C:18]([C:21]([F:24])([F:23])[F:22])=[CH:17][CH:16]=2)[CH:10]=1. (5) Given the reactants [Br:1][C:2]1[CH:7]=[C:6]([CH:8]([CH3:10])[CH3:9])[CH:5]=[CH:4][C:3]=1[OH:11].C(=O)([O-])[O-].[K+].[K+].C(Br)C=C.[CH2:22]([O:25]CC=C)[CH:23]=[CH2:24].C(C1C(C(F)(F)F)=CC=C(Cl)C=1O)C=C.C(C1C=C(C(C)C)C=C(Br)C=1O)C=C.ClC1C=C(C=CC=1)C(OO)=O.ClC1C2OC(CO)CC=2C(C(F)(F)F)=CC=1, predict the reaction product. The product is: [Br:1][C:2]1[C:3]2[O:11][CH:23]([CH2:22][OH:25])[CH2:24][C:4]=2[CH:5]=[C:6]([CH:8]([CH3:9])[CH3:10])[CH:7]=1. (6) Given the reactants [H-].[Na+].[CH2:3]([O:10][CH2:11][CH:12]=[CH:13][CH2:14][C@@H:15]([CH2:19][C@H:20]([C:22]1[CH:27]=[CH:26][C:25]([F:28])=[CH:24][CH:23]=1)[OH:21])[C:16]([OH:18])=[O:17])[C:4]1[CH:9]=[CH:8][CH:7]=[CH:6][CH:5]=1.[CH3:29]I, predict the reaction product. The product is: [CH2:3]([O:10][CH2:11][CH:12]=[CH:13][CH2:14][C@@H:15]([CH2:19][C@H:20]([C:22]1[CH:23]=[CH:24][C:25]([F:28])=[CH:26][CH:27]=1)[O:21][CH3:29])[C:16]([OH:18])=[O:17])[C:4]1[CH:5]=[CH:6][CH:7]=[CH:8][CH:9]=1. (7) The product is: [F:9][CH:10]([F:28])[C:19]1[CH:24]=[CH:23][CH:22]=[CH:21][C:20]=1[CH:25]([CH3:26])[CH3:27]. Given the reactants BrC1C=CC(F)=CC=1.[F:9][C:10]([F:28])([C:19]1[CH:24]=[CH:23][CH:22]=[CH:21][C:20]=1[CH:25]([CH3:27])[CH3:26])C(C1C=CC=CC=1)=O.[OH-].[K+].O, predict the reaction product. (8) Given the reactants [CH:1]1([O:7][C:8]2[CH:9]=[C:10]([CH:14]=[CH:15][CH:16]=2)[C:11]([OH:13])=O)[CH2:6][CH2:5][CH2:4][CH2:3][CH2:2]1.[NH2:17][C@@H:18]1[C@H:22]2[O:23][CH2:24][C@H:25]([NH:26][C:27]([CH:29]3[CH2:31][CH2:30]3)=[O:28])[C@H:21]2[O:20][CH2:19]1, predict the reaction product. The product is: [CH:1]1([O:7][C:8]2[CH:9]=[C:10]([CH:14]=[CH:15][CH:16]=2)[C:11]([NH:17][C@H:18]2[CH2:19][O:20][C@@H:21]3[C@@H:25]([NH:26][C:27]([CH:29]4[CH2:30][CH2:31]4)=[O:28])[CH2:24][O:23][C@H:22]23)=[O:13])[CH2:2][CH2:3][CH2:4][CH2:5][CH2:6]1. (9) The product is: [CH3:1][CH2:2][C:3]1[C:12]2[CH2:13][N:14]3[C:19](=[O:20])[C:18]4[CH2:21][O:22][C:23]([C@:25]([OH:28])([CH2:26][CH3:27])[C:17]=4[CH:16]=[C:15]3[C:11]=2[N:10]=[C:9]2[C:4]=1[CH:5]=[C:6]([O:29][C:30]([N:32]1[CH2:33][CH2:34][CH:35]([N:38]3[CH2:43][CH2:42][CH2:41][CH2:40][CH2:39]3)[CH2:36][CH2:37]1)=[O:31])[CH:7]=[CH:8]2)=[O:24].[OH2:46].[OH2:50].[OH2:20].[ClH:51]. Given the reactants [CH3:1][CH2:2][C:3]1[C:12]2[CH2:13][N:14]3[C:19](=[O:20])[C:18]4[CH2:21][O:22][C:23]([C@:25]([OH:28])([CH2:26][CH3:27])[C:17]=4[CH:16]=[C:15]3[C:11]=2[N:10]=[C:9]2[C:4]=1[CH:5]=[C:6]([O:29][C:30]([N:32]1[CH2:37][CH2:36][CH:35]([N:38]3[CH2:43][CH2:42][CH2:41][CH2:40][CH2:39]3)[CH2:34][CH2:33]1)=[O:31])[CH:7]=[CH:8]2)=[O:24].C([O-])(=[O:46])C.C([OH:50])C.[ClH:51], predict the reaction product. (10) Given the reactants [F:1][C:2]1[CH:10]=[C:6]([C:7]([OH:9])=[O:8])[C:5]([NH2:11])=[CH:4][CH:3]=1.Cl[C:13](Cl)([O:15]C(=O)OC(Cl)(Cl)Cl)Cl, predict the reaction product. The product is: [F:1][C:2]1[CH:3]=[CH:4][C:5]2[NH:11][C:13](=[O:15])[O:8][C:7](=[O:9])[C:6]=2[CH:10]=1.